This data is from Catalyst prediction with 721,799 reactions and 888 catalyst types from USPTO. The task is: Predict which catalyst facilitates the given reaction. (1) Reactant: [CH2:1]([N:5]1[C:10]2=[N:11][NH:12][C:13]([NH:14][C:15]3[CH:20]=[CH:19][CH:18]=[CH:17][CH:16]=3)=[C:9]2[C:8](=[O:21])[N:7]([CH3:22])[C:6]1=[O:23])[CH:2]([CH3:4])[CH3:3].Br[CH2:25][C:26]1[CH:35]=[CH:34][C:29]([C:30]([O:32]C)=[O:31])=[CH:28][CH:27]=1.C(=O)([O-])[O-].[K+].[K+].[OH-].[Na+].Cl. Product: [CH2:1]([N:5]1[C:10]2=[N:11][N:12]([CH2:25][C:26]3[CH:35]=[CH:34][C:29]([C:30]([OH:32])=[O:31])=[CH:28][CH:27]=3)[C:13]([NH:14][C:15]3[CH:16]=[CH:17][CH:18]=[CH:19][CH:20]=3)=[C:9]2[C:8](=[O:21])[N:7]([CH3:22])[C:6]1=[O:23])[CH:2]([CH3:4])[CH3:3]. The catalyst class is: 3. (2) Reactant: [CH3:1][C:2]([S:11][C:12]1[CH:17]=[CH:16][C:15]([CH2:18][NH:19][CH2:20][C:21]#[CH:22])=[CH:14][CH:13]=1)([CH3:10])[C:3]([O:5][C:6]([CH3:9])([CH3:8])[CH3:7])=[O:4].Cl[C:24]1[CH:29]=[C:28]([C:30]2[CH:35]=[CH:34][CH:33]=[C:32]([Cl:36])[CH:31]=2)[N:27]=[CH:26][N:25]=1.CCN(C(C)C)C(C)C. Product: [Cl:36][C:32]1[CH:31]=[C:30]([C:28]2[N:27]=[CH:26][N:25]=[C:24]([N:19]([CH2:18][C:15]3[CH:16]=[CH:17][C:12]([S:11][C:2]([CH3:10])([CH3:1])[C:3]([O:5][C:6]([CH3:9])([CH3:8])[CH3:7])=[O:4])=[CH:13][CH:14]=3)[CH2:20][C:21]#[CH:22])[CH:29]=2)[CH:35]=[CH:34][CH:33]=1. The catalyst class is: 12. (3) Reactant: [F:1][C:2]1[CH:7]=[C:6]([N+:8]([O-:10])=[O:9])[CH:5]=[CH:4][C:3]=1[N:11]1[CH2:16][CH2:15][NH:14][CH2:13][CH2:12]1.C(N(CC)CC)C.[C:24](Cl)(=[O:26])[CH3:25]. Product: [C:24]([N:14]1[CH2:15][CH2:16][N:11]([C:3]2[CH:4]=[CH:5][C:6]([N+:8]([O-:10])=[O:9])=[CH:7][C:2]=2[F:1])[CH2:12][CH2:13]1)(=[O:26])[CH3:25]. The catalyst class is: 2. (4) Reactant: [CH3:1][C:2]1([CH3:14])[CH2:11][CH2:10][C:9]([CH3:13])([CH3:12])[C:8]2[CH:7]=[CH:6][CH:5]=[CH:4][C:3]1=2.ClCCl.[Cl-].[Al+3].[Cl-].[Cl-].[C:22](Cl)(=[O:25])[CH2:23][CH3:24]. Product: [CH2:23]([C:22]([C:6]1[CH:5]=[CH:4][C:3]2[C:2]([CH3:14])([CH3:1])[CH2:11][CH2:10][C:9]([CH3:13])([CH3:12])[C:8]=2[CH:7]=1)=[O:25])[CH3:24]. The catalyst class is: 6. (5) Reactant: [NH2:1][C:2]1[CH:7]=[CH:6][CH:5]=[CH:4][C:3]=1[NH:8][C:9]([NH:11][C:12]1[CH:17]=[CH:16][C:15]([C:18]2[N:23]=[C:22]([Cl:24])[C:21]([S:25][CH3:26])=[C:20]([N:27]3[CH2:32][CH2:31][O:30][CH2:29][CH2:28]3)[N:19]=2)=[CH:14][CH:13]=1)=S.C1CCC(N=C=NC2CCCCC2)CC1. Product: [NH:1]1[C:2]2[CH:7]=[CH:6][CH:5]=[CH:4][C:3]=2[N:8]=[C:9]1[NH:11][C:12]1[CH:13]=[CH:14][C:15]([C:18]2[N:23]=[C:22]([Cl:24])[C:21]([S:25][CH3:26])=[C:20]([N:27]3[CH2:32][CH2:31][O:30][CH2:29][CH2:28]3)[N:19]=2)=[CH:16][CH:17]=1. The catalyst class is: 1. (6) Reactant: C(OC([N:8]1[C:12]2[N:13]=[CH:14][N:15]=[C:16]([N:17]3[CH2:24][C:21]4([CH2:23][CH2:22]4)[N:20]([S:25](=[O:38])(=[O:37])[N:26]([CH2:32][CH2:33][CH2:34][C:35]#[N:36])[CH2:27][CH2:28][CH2:29][C:30]#[N:31])[CH2:19][CH2:18]3)[C:11]=2[CH:10]=[CH:9]1)=O)(C)(C)C.C(O)(C(F)(F)F)=O. Product: [C:30]([CH2:29][CH2:28][CH2:27][N:26]([CH2:32][CH2:33][CH2:34][C:35]#[N:36])[S:25]([N:20]1[CH2:19][CH2:18][N:17]([C:16]2[C:11]3[CH:10]=[CH:9][NH:8][C:12]=3[N:13]=[CH:14][N:15]=2)[CH2:24][C:21]21[CH2:23][CH2:22]2)(=[O:38])=[O:37])#[N:31]. The catalyst class is: 1. (7) Reactant: C([O:3][C:4]([C:6]1([C:11]2[CH:16]=[CH:15][C:14]([Br:17])=[CH:13][CH:12]=2)[O:10][CH2:9][CH2:8][O:7]1)=[O:5])C.O.[OH-].[Li+]. Product: [Br:17][C:14]1[CH:13]=[CH:12][C:11]([C:6]2([C:4]([OH:5])=[O:3])[O:7][CH2:8][CH2:9][O:10]2)=[CH:16][CH:15]=1. The catalyst class is: 7.